From a dataset of Catalyst prediction with 721,799 reactions and 888 catalyst types from USPTO. Predict which catalyst facilitates the given reaction. (1) Reactant: Cl.[F:2][C:3]([F:34])([F:33])[C:4]1[CH:5]=[C:6]([C@H:14]([O:16][C@H:17]2[CH2:25][CH2:24][C@@H:23]3[C@@H:19]([CH2:20][NH:21][CH2:22]3)[C@@H:18]2[C:26]2[CH:31]=[CH:30][C:29]([F:32])=[CH:28][CH:27]=2)[CH3:15])[CH:7]=[C:8]([C:10]([F:13])([F:12])[F:11])[CH:9]=1.C=O.[C:37]([O-])(=O)C.[Na+].[BH4-].[Na+]. Product: [F:34][C:3]([F:2])([F:33])[C:4]1[CH:5]=[C:6]([C@H:14]([O:16][C@H:17]2[CH2:25][CH2:24][C@@H:23]3[C@@H:19]([CH2:20][N:21]([CH3:37])[CH2:22]3)[C@@H:18]2[C:26]2[CH:27]=[CH:28][C:29]([F:32])=[CH:30][CH:31]=2)[CH3:15])[CH:7]=[C:8]([C:10]([F:13])([F:11])[F:12])[CH:9]=1. The catalyst class is: 24. (2) Reactant: [NH2:1][N:2]1[N:11]=[C:10]([CH:12]([CH3:14])[CH3:13])[C:9]2[C:4](=[CH:5][CH:6]=[CH:7][CH:8]=2)[C:3]1=[O:15].C(N(CC)CC)C.[F:23][C:24]1[CH:25]=[C:26]([CH2:31][C:32](O)=[O:33])[CH:27]=[C:28]([F:30])[CH:29]=1.F[B-](F)(F)F.N1(OC(N(C)C)=[N+](C)C)C2C=CC=CC=2N=N1. Product: [F:23][C:24]1[CH:25]=[C:26]([CH2:31][C:32]([NH:1][N:2]2[N:11]=[C:10]([CH:12]([CH3:13])[CH3:14])[C:9]3[C:4](=[CH:5][CH:6]=[CH:7][CH:8]=3)[C:3]2=[O:15])=[O:33])[CH:27]=[C:28]([F:30])[CH:29]=1. The catalyst class is: 31. (3) Reactant: [S:1]1[C:5]2[CH:6]=[C:7]([N:10]3[CH2:14][CH2:13][NH:12][C:11]3=[O:15])[CH:8]=[CH:9][C:4]=2[N:3]=[CH:2]1.Br[C:17]1[CH:18]=[N:19][CH:20]=[CH:21][C:22]=1[C:23]([OH:26])([CH3:25])[CH3:24].N[C@@H]1CCCC[C@H]1N.P([O-])([O-])([O-])=O.[K+].[K+].[K+]. Product: [S:1]1[C:5]2[CH:6]=[C:7]([N:10]3[CH2:14][CH2:13][N:12]([C:17]4[CH:18]=[N:19][CH:20]=[CH:21][C:22]=4[C:23]([OH:26])([CH3:25])[CH3:24])[C:11]3=[O:15])[CH:8]=[CH:9][C:4]=2[N:3]=[CH:2]1. The catalyst class is: 246.